Dataset: Full USPTO retrosynthesis dataset with 1.9M reactions from patents (1976-2016). Task: Predict the reactants needed to synthesize the given product. Given the product [O:2]=[C:3]1[C:11]2[C:6](=[CH:7][CH:8]=[CH:9][CH:10]=2)[C:5](=[O:12])[N:4]1[CH2:13][C:14]1[C:19]([CH3:20])=[C:18]([I:1])[C:17]([CH3:29])=[CH:16][N:15]=1, predict the reactants needed to synthesize it. The reactants are: [IH:1].[O:2]=[C:3]1[C:11]2[C:6](=[CH:7][CH:8]=[CH:9][CH:10]=2)[C:5](=[O:12])[N:4]1[CH2:13][C:14]1[C:19]([CH3:20])=[C:18](OS(C(F)(F)F)(=O)=O)[C:17]([CH3:29])=[CH:16][N:15]=1.[Na+].[I-].